This data is from Full USPTO retrosynthesis dataset with 1.9M reactions from patents (1976-2016). The task is: Predict the reactants needed to synthesize the given product. (1) Given the product [CH3:24][O:23][C:21]([C:19]1[CH:18]=[C:14]([CH:13]=[C:12]([C:2]2[O:1][CH:5]=[CH:4][N:3]=2)[CH:20]=1)[C:15]([OH:17])=[O:16])=[O:22], predict the reactants needed to synthesize it. The reactants are: [O:1]1[CH:5]=[CH:4][N:3]=[CH:2]1.C([Li])CCC.I[C:12]1[CH:13]=[C:14]([CH:18]=[C:19]([C:21]([O:23][CH3:24])=[O:22])[CH:20]=1)[C:15]([OH:17])=[O:16]. (2) Given the product [NH2:1][CH2:4][C:5]1[CH:6]=[CH:7][CH:8]=[C:9]2[C:14]=1[N:13]=[CH:12][CH:11]=[CH:10]2, predict the reactants needed to synthesize it. The reactants are: [N:1]([CH2:4][C:5]1[CH:6]=[CH:7][CH:8]=[C:9]2[C:14]=1[N:13]=[CH:12][CH:11]=[CH:10]2)=[N+]=[N-]. (3) Given the product [Br:1][C:2]1[CH:10]=[C:9]2[C:5]([CH2:6][CH2:7][CH:8]2[N:13]([CH3:14])[CH3:12])=[CH:4][CH:3]=1, predict the reactants needed to synthesize it. The reactants are: [Br:1][C:2]1[CH:10]=[C:9]2[C:5]([CH2:6][CH2:7][C:8]2=O)=[CH:4][CH:3]=1.[CH3:12][NH:13][CH3:14].C(O)(=O)C.C([BH3-])#N.[Na+]. (4) Given the product [CH3:53][N:52]1[CH2:50][CH2:44][CH2:45][CH2:46]1.[NH2:43][C@:44]([O:79][CH2:80][CH:81]=[CH2:82])([C:50]([NH:52][C@@H:53]([C:60]([NH:62][CH2:63][C:64]([NH:66][C@H:67]([C:76]([NH:78][C@@H:24]([C:26]([NH:18][C:16]([O:15][CH2:14][CH:12]1[C:13]2[C:5](=[CH:4][CH:3]=[CH:2][CH:1]=2)[C:6]2[C:11]1=[CH:10][CH:9]=[CH:8][CH:7]=2)=[O:17])=[O:33])[CH3:25])=[O:77])[CH2:68][C:69](=[O:75])[O:70][C:71]([CH3:73])([CH3:74])[CH3:72])=[O:65])=[O:61])[CH2:54][O:55][C:56]([CH3:57])([CH3:58])[CH3:59])=[O:51])[CH2:45][CH2:46][C:47](=[O:48])[OH:49], predict the reactants needed to synthesize it. The reactants are: [CH:1]1[C:13]2[CH:12]([CH2:14][O:15][C:16]([NH:18][C@@H](C(O)=O)C)=[O:17])[C:11]3[C:6](=[CH:7][CH:8]=[CH:9][CH:10]=3)[C:5]=2[CH:4]=[CH:3][CH:2]=1.[CH:24](N=C=NC(C)C)([CH3:26])[CH3:25].[OH:33]N1C2C=CC=CC=2N=N1.[NH2:43][C@:44]([O:79][CH2:80][CH:81]=[CH2:82])([C:50]([NH:52][C@@H:53]([C:60]([NH:62][CH2:63][C:64]([NH:66][C@H:67]([C:76]([NH2:78])=[O:77])[CH2:68][C:69](=[O:75])[O:70][C:71]([CH3:74])([CH3:73])[CH3:72])=[O:65])=[O:61])[CH2:54][O:55][C:56]([CH3:59])([CH3:58])[CH3:57])=[O:51])[CH2:45][CH2:46][C:47](=[O:49])[OH:48]. (5) Given the product [CH3:13][O:14][CH:15]([O:18][CH3:19])[CH2:16][N:3]1[CH:7]=[CH:6][C:5]([C:8]2[S:9][CH:10]=[CH:11][N:12]=2)=[N:4]1, predict the reactants needed to synthesize it. The reactants are: [H-].[Na+].[NH:3]1[CH:7]=[CH:6][C:5]([C:8]2[S:9][CH:10]=[CH:11][N:12]=2)=[N:4]1.[CH3:13][O:14][CH:15]([O:18][CH3:19])[CH2:16]Br. (6) The reactants are: [C:1]([O:7][C:8]1[CH:13]=[CH:12][C:11]([C:14](=[O:34])[NH:15][CH2:16][C:17]2[N:21](C(=O)C(C)(C)C)[N:20]=[C:19]([C:28]3[CH:33]=[CH:32][N:31]=[CH:30][CH:29]=3)[N:18]=2)=[CH:10][CH:9]=1)(=[O:6])[C:2]([CH3:5])([CH3:4])[CH3:3].C([O-])(O)=O.[Na+]. Given the product [C:1]([O:7][C:8]1[CH:13]=[CH:12][C:11]([C:14](=[O:34])[NH:15][CH2:16][C:17]2[NH:21][N:20]=[C:19]([C:28]3[CH:33]=[CH:32][N:31]=[CH:30][CH:29]=3)[N:18]=2)=[CH:10][CH:9]=1)(=[O:6])[C:2]([CH3:5])([CH3:4])[CH3:3], predict the reactants needed to synthesize it.